From a dataset of Catalyst prediction with 721,799 reactions and 888 catalyst types from USPTO. Predict which catalyst facilitates the given reaction. Reactant: [C:1]1([N:7]=[C:8]=[O:9])[CH:6]=[CH:5][CH:4]=[CH:3][CH:2]=1.[CH3:10][O:11][C:12]1[CH:13]=[CH:14][C:15]2[O:20][CH:19]([C:21]3[CH:26]=[CH:25][CH:24]=[CH:23][CH:22]=3)[CH2:18][N:17]([CH2:27][CH2:28][NH:29]C(=O)C3C=CC=CC=3)[C:16]=2[CH:38]=1.O.Cl. Product: [CH3:10][O:11][C:12]1[CH:13]=[CH:14][C:15]2[O:20][CH:19]([C:21]3[CH:26]=[CH:25][CH:24]=[CH:23][CH:22]=3)[CH2:18][N:17]([CH2:27][CH2:28][NH:29][C:8]([NH:7][C:1]3[CH:6]=[CH:5][CH:4]=[CH:3][CH:2]=3)=[O:9])[C:16]=2[CH:38]=1. The catalyst class is: 17.